From a dataset of Reaction yield outcomes from USPTO patents with 853,638 reactions. Predict the reaction yield, written as a fraction of the theoretical maximum amount of product (1.0 means a 100% yield; for example, 0.34 means a 34% yield). (1) The reactants are [N:1]12[CH2:9][CH2:8][CH:5]([CH2:6][CH2:7]1)[NH:4][C:3](=O)[CH2:2]2.O1CCOCC1. The catalyst is O. The product is [N:1]12[CH2:9][CH2:8][CH:5]([CH2:6][CH2:7]1)[NH:4][CH2:3][CH2:2]2. The yield is 0.780. (2) The reactants are Cl.[S:2]1[C:6]2[CH:7]=[CH:8][C:9]([C:11]([OH:13])=[O:12])=[CH:10][C:5]=2[CH:4]=[CH:3]1.[CH2:14](O)[CH3:15]. No catalyst specified. The product is [CH2:14]([O:12][C:11]([C:9]1[CH:8]=[CH:7][C:6]2[S:2][CH:3]=[CH:4][C:5]=2[CH:10]=1)=[O:13])[CH3:15]. The yield is 0.890. (3) The reactants are C[N:2]1[CH:7]=[C:6]([N+]([O-])=O)[CH:5]=[C:4]([N+:11]([O-:13])=[O:12])[C:3]1=O.[CH3:15][CH:16](C)[C:17](=O)C.N. The catalyst is CO. The product is [CH:16]([C:7]1[CH:6]=[CH:5][C:4]([N+:11]([O-:13])=[O:12])=[CH:3][N:2]=1)([CH3:17])[CH3:15]. The yield is 0.280. (4) The reactants are COC[O:4][C:5]1[C:10]([C:11]([CH3:14])([CH3:13])[CH3:12])=[CH:9][C:8]([CH2:15][CH3:16])=[CH:7][C:6]=1[C:17]1[CH:31]=[CH:30][C:20]2[O:21][C:22]([C:24]([CH3:29])=[CH:25][C:26]([OH:28])=[O:27])=[CH:23][C:19]=2[CH:18]=1. The catalyst is C1COCC1.CO.Cl. The product is [OH:4][C:5]1[C:10]([C:11]([CH3:12])([CH3:13])[CH3:14])=[CH:9][C:8]([CH2:15][CH3:16])=[CH:7][C:6]=1[C:17]1[CH:31]=[CH:30][C:20]2[O:21][C:22]([C:24]([CH3:29])=[CH:25][C:26]([OH:28])=[O:27])=[CH:23][C:19]=2[CH:18]=1. The yield is 0.620. (5) The reactants are [CH3:1][CH:2]([OH:4])[CH3:3].[H-].[Na+].[F:7][C:8]([F:36])([F:35])[C:9]1[CH:10]=[C:11]([CH:32]=[CH:33][CH:34]=1)[CH2:12][NH:13][C:14](=[O:31])[C:15]1[CH:20]=[CH:19][N:18]=[C:17]([C:21]2[CH:26]=[C:25](F)[CH:24]=[CH:23][C:22]=2[N+:28]([O-:30])=[O:29])[CH:16]=1. The catalyst is CN(C)C=O.C(OCC)(=O)C. The product is [F:7][C:8]([F:36])([F:35])[C:9]1[CH:10]=[C:11]([CH:32]=[CH:33][CH:34]=1)[CH2:12][NH:13][C:14](=[O:31])[C:15]1[CH:20]=[CH:19][N:18]=[C:17]([C:21]2[CH:26]=[C:25]([O:4][CH:2]([CH3:3])[CH3:1])[CH:24]=[CH:23][C:22]=2[N+:28]([O-:30])=[O:29])[CH:16]=1. The yield is 0.990. (6) The reactants are Cl[C:2]1[CH:7]=[C:6]([O:8][C:9]2[C:14]([F:15])=[CH:13][C:12]([NH:16][C:17](=[O:26])[O:18][CH2:19][C:20]3[CH:25]=[CH:24][CH:23]=[CH:22][CH:21]=3)=[C:11]([F:27])[CH:10]=2)[N:5]=[CH:4][N:3]=1.[N-:28]=[N+:29]=[N-:30].[Na+]. The catalyst is CN(C)C=O. The product is [N:28]([C:2]1[CH:7]=[C:6]([O:8][C:9]2[C:14]([F:15])=[CH:13][C:12]([NH:16][C:17](=[O:26])[O:18][CH2:19][C:20]3[CH:25]=[CH:24][CH:23]=[CH:22][CH:21]=3)=[C:11]([F:27])[CH:10]=2)[N:5]=[CH:4][N:3]=1)=[N+:29]=[N-:30]. The yield is 0.340.